Task: Predict the reactants needed to synthesize the given product.. Dataset: Full USPTO retrosynthesis dataset with 1.9M reactions from patents (1976-2016) (1) Given the product [CH:7]1([N:10]2[CH:14]=[C:13]([O:15][C:16]3[CH:21]=[CH:20][N:19]=[C:18]([NH:22][C:23]4[CH:30]=[CH:29][C:26]([C:27]([NH2:28])=[O:2])=[CH:25][CH:24]=4)[CH:17]=3)[C:12]([CH:31]3[CH2:36][CH2:35][O:34][CH2:33][CH2:32]3)=[N:11]2)[CH2:9][CH2:8]1, predict the reactants needed to synthesize it. The reactants are: C(=O)([O-])[O-:2].[K+].[K+].[CH:7]1([N:10]2[CH:14]=[C:13]([O:15][C:16]3[CH:21]=[CH:20][N:19]=[C:18]([NH:22][C:23]4[CH:30]=[CH:29][C:26]([C:27]#[N:28])=[CH:25][CH:24]=4)[CH:17]=3)[C:12]([CH:31]3[CH2:36][CH2:35][O:34][CH2:33][CH2:32]3)=[N:11]2)[CH2:9][CH2:8]1.OO. (2) Given the product [F:1][C:2]1[C:10]([CH3:11])=[C:9]([F:12])[CH:8]=[CH:7][C:3]=1[CH2:4][OH:5], predict the reactants needed to synthesize it. The reactants are: [F:1][C:2]1[C:10]([CH3:11])=[C:9]([F:12])[CH:8]=[CH:7][C:3]=1[C:4](Cl)=[O:5].[BH4-].[Na+]. (3) Given the product [F:1][C:2]1[CH:3]=[N:4][CH:5]=[C:6]([F:9])[C:7]=1[S:8][C:12]1[S:16][C:15]([C:17]([O:19][CH3:20])=[O:18])=[CH:14][C:13]=1[N+:21]([O-:23])=[O:22], predict the reactants needed to synthesize it. The reactants are: [F:1][C:2]1[CH:3]=[N:4][CH:5]=[C:6]([F:9])[C:7]=1[S-:8].[Na+].Cl[C:12]1[S:16][C:15]([C:17]([O:19][CH3:20])=[O:18])=[CH:14][C:13]=1[N+:21]([O-:23])=[O:22].